From a dataset of Forward reaction prediction with 1.9M reactions from USPTO patents (1976-2016). Predict the product of the given reaction. (1) Given the reactants ClC(OCC(C)C)=O.[F:9][C:10]1[CH:15]=[CH:14][C:13]([C:16]2[C:25]3[C:20](=[CH:21][C:22]([C:27](O)=[O:28])=[C:23]([CH3:26])[CH:24]=3)[O:19][C:18](=[O:30])[CH:17]=2)=[CH:12][CH:11]=1.CCN(CC)CC.[BH4-].[Na+], predict the reaction product. The product is: [F:9][C:10]1[CH:11]=[CH:12][C:13]([C:16]2[C:25]3[C:20](=[CH:21][C:22]([CH2:27][OH:28])=[C:23]([CH3:26])[CH:24]=3)[O:19][C:18](=[O:30])[CH:17]=2)=[CH:14][CH:15]=1. (2) Given the reactants [Zn](CC)[CH2:2]C.C(O)(C(F)(F)F)=O.ICI.[CH3:16][O:17][C:18](=[O:32])[C:19]1[CH:24]=[C:23]([O:25][CH3:26])[C:22]([O:27][CH3:28])=[C:21]([CH2:29][CH:30]=[CH2:31])[CH:20]=1, predict the reaction product. The product is: [CH3:16][O:17][C:18](=[O:32])[C:19]1[CH:24]=[C:23]([O:25][CH3:26])[C:22]([O:27][CH3:28])=[C:21]([CH2:29][CH:30]2[CH2:2][CH2:31]2)[CH:20]=1. (3) Given the reactants C([O:5]C([N:8]1[CH:17]([CH3:18])[CH2:16][C:15]2[C:14]([O:19][C:20]3[CH:21]=[C:22]4[C:26](=[CH:27][CH:28]=3)[N:25]([C:29](=[O:40])[NH:30][C:31]3[NH:32][N:33]=[C:34]([C:36]([CH3:39])([CH3:38])[CH3:37])[CH:35]=3)[CH:24]=[CH:23]4)=[N:13][CH:12]=[N:11][C:10]=2[CH2:9]1)=O)(C)(C)C.C(O)(C(F)(F)F)=O, predict the reaction product. The product is: [NH4+:8].[OH-:5].[C:36]([C:34]1[CH:35]=[C:31]([NH:30][C:29]([N:25]2[C:26]3[C:22](=[CH:21][C:20]([O:19][C:14]4[C:15]5[CH2:16][CH:17]([CH3:18])[NH:8][CH2:9][C:10]=5[N:11]=[CH:12][N:13]=4)=[CH:28][CH:27]=3)[CH:23]=[CH:24]2)=[O:40])[NH:32][N:33]=1)([CH3:39])([CH3:37])[CH3:38]. (4) Given the reactants [CH2:1]([CH:8]1[O:12][C:11](=[O:13])[CH:10]=[C:9]1[O:14]C)[C:2]1[CH:7]=[CH:6][CH:5]=[CH:4][CH:3]=1.Cl, predict the reaction product. The product is: [CH2:1]([CH:8]1[O:12][C:11](=[O:13])[CH:10]=[C:9]1[OH:14])[C:2]1[CH:3]=[CH:4][CH:5]=[CH:6][CH:7]=1. (5) Given the reactants [F:1][C:2]1[C:9]([OH:10])=[CH:8][C:7]([O:11][CH3:12])=[CH:6][C:3]=1[CH:4]=[O:5].Br[CH2:14][CH2:15][O:16][CH3:17].COC(=O)N=C(SC)C(C1C=C(OC)C=C(O)C=1F)=NC1C=CC(C2N=C(C)ON=2)=CC=1.FCCI, predict the reaction product. The product is: [F:1][C:2]1[C:9]([O:10][CH2:14][CH2:15][O:16][CH3:17])=[CH:8][C:7]([O:11][CH3:12])=[CH:6][C:3]=1[CH:4]=[O:5]. (6) Given the reactants [CH:1]1[C:14]2[C:5](=[N:6][CH:7]=[C:8]3[C:13]=2[CH:12]=[CH:11][CH:10]=[CH:9]3)[CH:4]=[CH:3][CH:2]=1.[F:15][C:16]1[CH:17]=[C:18]([CH:22]=[CH:23][CH:24]=1)[C:19](Cl)=[O:20].[S:25]1[CH:29]=[CH:28][CH:27]=[C:26]1[Mg]Br, predict the reaction product. The product is: [F:15][C:16]1[CH:17]=[C:18]([C:19]([N:6]2[CH:7]([C:26]3[S:25][CH:29]=[CH:28][CH:27]=3)[C:8]3[C:13](=[CH:12][CH:11]=[CH:10][CH:9]=3)[C:14]3[CH:1]=[CH:2][CH:3]=[CH:4][C:5]2=3)=[O:20])[CH:22]=[CH:23][CH:24]=1. (7) The product is: [CH3:22][C:17]1([CH3:23])[C:18]([CH3:21])([CH3:20])[O:19][B:15]([C:2]2[CH:3]=[C:4]3[C:8](=[CH:9][CH:10]=2)[C:7]([CH3:12])([CH3:11])[CH2:6][C:5]3([CH3:14])[CH3:13])[O:16]1. Given the reactants Br[C:2]1[CH:3]=[C:4]2[C:8](=[CH:9][CH:10]=1)[C:7]([CH3:12])([CH3:11])[CH2:6][C:5]2([CH3:14])[CH3:13].[B:15]1([B:15]2[O:19][C:18]([CH3:21])([CH3:20])[C:17]([CH3:23])([CH3:22])[O:16]2)[O:19][C:18]([CH3:21])([CH3:20])[C:17]([CH3:23])([CH3:22])[O:16]1, predict the reaction product. (8) Given the reactants C([O:3][C:4]([C:6]1[CH:11]=[CH:10][C:9]([C:12]2[CH:17]=[CH:16][CH:15]=[C:14]([CH3:18])[CH:13]=2)=[CH:8][CH:7]=1)=[O:5])C.[OH-].[Na+], predict the reaction product. The product is: [CH3:18][C:14]1[CH:13]=[C:12]([C:9]2[CH:10]=[CH:11][C:6]([C:4]([OH:5])=[O:3])=[CH:7][CH:8]=2)[CH:17]=[CH:16][CH:15]=1. (9) Given the reactants [Li]CCCC.Br[C:7]1[CH:12]=[CH:11][CH:10]=[C:9]([Br:13])[N:8]=1.CN(C)[CH:16]=[O:17].[BH4-].[Na+], predict the reaction product. The product is: [Br:13][C:9]1[N:8]=[C:7]([CH2:16][OH:17])[CH:12]=[CH:11][CH:10]=1.